From a dataset of Reaction yield outcomes from USPTO patents with 853,638 reactions. Predict the reaction yield, written as a fraction of the theoretical maximum amount of product (1.0 means a 100% yield; for example, 0.34 means a 34% yield). The reactants are Cl.[CH2:2]([O:4][C:5](=[O:14])[CH:6]([NH2:13])[C:7](=O)[C:8]([F:11])([F:10])[F:9])[CH3:3].C(OC([N:22]1[CH2:27][CH2:26][C:25](=O)[CH2:24][C:23]1=[O:29])=O)(C)(C)C.C([O-])(=O)C.[Na+]. The catalyst is O.O1CCOCC1. The product is [CH2:2]([O:4][C:5]([C:6]1[NH:13][C:25]2[CH2:26][CH2:27][NH:22][C:23](=[O:29])[C:24]=2[C:7]=1[C:8]([F:11])([F:10])[F:9])=[O:14])[CH3:3]. The yield is 0.350.